Task: Predict which catalyst facilitates the given reaction.. Dataset: Catalyst prediction with 721,799 reactions and 888 catalyst types from USPTO Reactant: Cl.[Br:2][C:3]1[CH:9]=[CH:8][C:6](N)=[CH:5][CH:4]=1.N([O-])=O.[Na+].[C:14]1(=[O:20])[NH:18][C:17](=[O:19])[CH:16]=[CH:15]1.C([O-])(=O)C.[Na+]. Product: [Br:2][C:3]1[CH:9]=[CH:8][C:6]([C:16]2[C:17](=[O:19])[NH:18][C:14](=[O:20])[CH:15]=2)=[CH:5][CH:4]=1. The catalyst class is: 283.